Dataset: Ames mutagenicity test results for genotoxicity prediction. Task: Regression/Classification. Given a drug SMILES string, predict its toxicity properties. Task type varies by dataset: regression for continuous values (e.g., LD50, hERG inhibition percentage) or binary classification for toxic/non-toxic outcomes (e.g., AMES mutagenicity, cardiotoxicity, hepatotoxicity). Dataset: ames. (1) The molecule is CN(C)C(=S)N(C)C. The result is 0 (non-mutagenic). (2) The molecule is Cc1c2ccccc2cc2ccccc12. The result is 1 (mutagenic).